Dataset: Reaction yield outcomes from USPTO patents with 853,638 reactions. Task: Predict the reaction yield, written as a fraction of the theoretical maximum amount of product (1.0 means a 100% yield; for example, 0.34 means a 34% yield). The reactants are [I-].[CH3:2][P+](C1C=CC=CC=1)(C1C=CC=CC=1)C1C=CC=CC=1.[Si:22]([O:29][CH2:30][CH2:31][O:32][C:33]1[CH:40]=[CH:39][C:36]([CH:37]=O)=[CH:35][CH:34]=1)(C(C)(C)C)(C)C. The catalyst is C1COCC1. The product is [CH:37]([C:36]1[CH:35]=[CH:34][C:33]([O:32][CH2:31][CH2:30][O:29][SiH3:22])=[CH:40][CH:39]=1)=[CH2:2]. The yield is 0.650.